This data is from Reaction yield outcomes from USPTO patents with 853,638 reactions. The task is: Predict the reaction yield, written as a fraction of the theoretical maximum amount of product (1.0 means a 100% yield; for example, 0.34 means a 34% yield). (1) The catalyst is C(#N)C.C(O)CO. The reactants are [NH2:1][C:2]1[C:11]([CH3:12])=[CH:10][C:9]([Cl:13])=[CH:8][C:3]=1[C:4](OC)=[O:5].[CH3:14][NH2:15].O. The yield is 0.855. The product is [NH2:1][C:2]1[C:11]([CH3:12])=[CH:10][C:9]([Cl:13])=[CH:8][C:3]=1[C:4]([NH:15][CH3:14])=[O:5]. (2) The reactants are N[C:2]1[CH:3]=[C:4]([CH:8]=[C:9]([N+:11]([O-:13])=[O:12])[CH:10]=1)[C:5]([OH:7])=[O:6].N([O-])=O.[Na+].C([O-])([O-])=O.[Na+].[Na+].[C-:24]#[N:25].[K+]. The catalyst is Cl.O. The product is [C:24]([C:2]1[CH:3]=[C:4]([CH:8]=[C:9]([N+:11]([O-:13])=[O:12])[CH:10]=1)[C:5]([OH:7])=[O:6])#[N:25]. The yield is 0.940. (3) The yield is 1.00. The catalyst is C(Cl)Cl. The reactants are [Cl:1][C:2]1[CH:30]=[CH:29][C:5]([CH2:6][NH:7][C:8]([C:10]2[C:11](=[O:28])[C:12]3[S:19][C:18]([CH:20]=[O:21])=[C:17]([CH2:22][O:23][CH2:24][CH2:25][O:26][CH3:27])[C:13]=3[N:14]([CH3:16])[CH:15]=2)=[O:9])=[CH:4][CH:3]=1.C(O)(=O)C.C(O[BH-](OC(=O)C)OC(=O)C)(=O)C.[Na+]. The product is [Cl:1][C:2]1[CH:3]=[CH:4][C:5]([CH2:6][NH:7][C:8]([C:10]2[C:11](=[O:28])[C:12]3[S:19][C:18]([CH2:20][OH:21])=[C:17]([CH2:22][O:23][CH2:24][CH2:25][O:26][CH3:27])[C:13]=3[N:14]([CH3:16])[CH:15]=2)=[O:9])=[CH:29][CH:30]=1. (4) The reactants are [Br:1][C:2]1[CH:3]=[C:4]2[C:8](=[CH:9][CH:10]=1)[N:7]([S:11]([C:14]1[CH:15]=[CH:16][C:17]([O:32][CH3:33])=[C:18]([N:20]3[CH2:25][CH2:24][N:23](C(=O)C(Cl)(Cl)Cl)[CH2:22][CH2:21]3)[CH:19]=1)(=[O:13])=[O:12])[CH:6]=[C:5]2[CH3:34].[OH-].[K+]. The catalyst is C1COCC1. The product is [Br:1][C:2]1[CH:3]=[C:4]2[C:8](=[CH:9][CH:10]=1)[N:7]([S:11]([C:14]1[CH:15]=[CH:16][C:17]([O:32][CH3:33])=[C:18]([N:20]3[CH2:25][CH2:24][NH:23][CH2:22][CH2:21]3)[CH:19]=1)(=[O:13])=[O:12])[CH:6]=[C:5]2[CH3:34]. The yield is 0.678. (5) The product is [F:3][C:4]([F:21])([F:20])[C:5]1[CH:19]=[CH:18][CH:17]=[C:7]([O:8][C:9]2[CH:16]=[CH:15][C:12]([CH:13]=[CH2:23])=[CH:11][CH:10]=2)[CH:6]=1. The catalyst is C1COCC1. The yield is 0.980. The reactants are [H-].[Na+].[F:3][C:4]([F:21])([F:20])[C:5]1[CH:6]=[C:7]([CH:17]=[CH:18][CH:19]=1)[O:8][C:9]1[CH:16]=[CH:15][C:12]([CH:13]=O)=[CH:11][CH:10]=1.[I-].[CH3:23][P+](C1C=CC=CC=1)(C1C=CC=CC=1)C1C=CC=CC=1. (6) The reactants are [C:1](#[N:4])[CH:2]=[CH2:3].[NH2:5][NH2:6].[OH2:7].CO[C:10]1[CH:17]=[CH:16][C:13]([CH:14]=O)=[CH:12][CH:11]=1.[CH2:18]1COCC1. No catalyst specified. The product is [CH3:18][O:7][C:10]1[CH:17]=[CH:16][C:13]([CH2:14][N:5]2[C:1]([NH2:4])=[CH:2][CH:3]=[N:6]2)=[CH:12][CH:11]=1. The yield is 0.600.